Dataset: Reaction yield outcomes from USPTO patents with 853,638 reactions. Task: Predict the reaction yield, written as a fraction of the theoretical maximum amount of product (1.0 means a 100% yield; for example, 0.34 means a 34% yield). (1) The reactants are [CH3:1][O:2][C:3]1[CH:4]=[C:5]([C:11]2([CH2:14][N:15]3[CH:19]=[CH:18][NH:17][C:16]3=[O:20])[CH2:13][CH2:12]2)[CH:6]=[CH:7][C:8]=1[O:9][CH3:10].[H-].[Na+].Br[CH2:24][C:25]1[CH:30]=[CH:29][CH:28]=[CH:27][CH:26]=1. The catalyst is CN(C=O)C. The product is [CH3:1][O:2][C:3]1[CH:4]=[C:5]([C:11]2([CH2:14][N:15]3[CH:19]=[CH:18][N:17]([CH2:24][C:25]4[CH:30]=[CH:29][CH:28]=[CH:27][CH:26]=4)[C:16]3=[O:20])[CH2:12][CH2:13]2)[CH:6]=[CH:7][C:8]=1[O:9][CH3:10]. The yield is 0.510. (2) The product is [Br:15][C:10]1[CH:9]=[CH:8][C:7]2[N:6]([CH2:16][CH:17]3[O:21][C:20](=[O:22])[N:19]([C:24]4[CH:29]=[CH:28][CH:27]=[CH:26][N:25]=4)[CH2:18]3)[C:5]3[C:13]([C:12]=2[CH:11]=1)=[CH:14][C:2]([Br:1])=[CH:3][CH:4]=3. The yield is 0.794. The catalyst is CS(C)=O.CCOC(C)=O.[Cu]I. The reactants are [Br:1][C:2]1[CH:3]=[CH:4][C:5]2[N:6]([CH2:16][CH:17]3[O:21][C:20](=[O:22])[NH:19][CH2:18]3)[C:7]3[C:12]([C:13]=2[CH:14]=1)=[CH:11][C:10]([Br:15])=[CH:9][CH:8]=3.I[C:24]1[CH:29]=[CH:28][CH:27]=[CH:26][N:25]=1.C([O-])([O-])=O.[K+].[K+].C(Cl)Cl.CCOC(C)=O. (3) The reactants are O[C:2]1([C:24]2[CH:29]=[CH:28][C:27]([O:30][CH3:31])=[CH:26][CH:25]=2)[C:6]2[C:7]([CH3:21])=[C:8]([NH:13][C:14](=[O:20])[CH2:15][C:16]([CH3:19])([CH3:18])[CH3:17])[C:9]([CH3:12])=[C:10]([CH3:11])[C:5]=2[O:4][C:3]1([CH3:23])[CH3:22]. The catalyst is C(OCC)(=O)C.CCCCCC. The product is [CH3:31][O:30][C:27]1[CH:26]=[CH:25][C:24]([CH:2]2[C:6]3[C:7]([CH3:21])=[C:8]([NH:13][C:14](=[O:20])[CH2:15][C:16]([CH3:17])([CH3:18])[CH3:19])[C:9]([CH3:12])=[C:10]([CH3:11])[C:5]=3[O:4][C:3]2([CH3:23])[CH3:22])=[CH:29][CH:28]=1. The yield is 0.400. (4) The reactants are [NH:1]1[CH2:6][CH2:5][CH:4]([CH2:7][C:8]2[CH:13]=[CH:12][C:11]([NH2:14])=[CH:10][CH:9]=2)[CH2:3][CH2:2]1.[CH:15]([N:18]=[C:19]=[O:20])([CH3:17])[CH3:16]. No catalyst specified. The product is [CH:15]([NH:18][C:19]([N:1]1[CH2:6][CH2:5][CH:4]([CH2:7][C:8]2[CH:9]=[CH:10][C:11]([NH2:14])=[CH:12][CH:13]=2)[CH2:3][CH2:2]1)=[O:20])([CH3:17])[CH3:16]. The yield is 0.800. (5) The reactants are [OH:1][CH:2]1[CH2:7][CH2:6][N:5]([C:8]([N:10]2[CH2:15][CH:14]([C:16]3[CH:21]=[CH:20][C:19]([C:22]([F:25])([F:24])[F:23])=[CH:18][CH:17]=3)[CH2:13][CH:12]([C:26]([OH:28])=O)[CH2:11]2)=[O:9])[CH2:4][CH2:3]1.O[N:30]=[C:31]([NH2:36])[CH2:32][CH2:33][O:34][CH3:35]. The yield is 0.360. The product is [OH:1][CH:2]1[CH2:3][CH2:4][N:5]([C:8]([N:10]2[CH2:15][CH:14]([C:16]3[CH:17]=[CH:18][C:19]([C:22]([F:25])([F:24])[F:23])=[CH:20][CH:21]=3)[CH2:13][CH:12]([C:26]3[O:28][N:36]=[C:31]([CH2:32][CH2:33][O:34][CH3:35])[N:30]=3)[CH2:11]2)=[O:9])[CH2:6][CH2:7]1. No catalyst specified. (6) The reactants are C([O-])([O-])=O.[Cs+].[Cs+].[CH3:7][C@H:8]1[CH2:13][O:12][CH2:11][CH2:10][NH:9]1.Cl[C:15]1[CH:16]=[CH:17][C:18]2[N:24]3[CH2:25][C@H:21]([CH2:22][CH2:23]3)[N:20]([C:26]([NH:28][C:29]3[CH:30]=[N:31][CH:32]=[CH:33][CH:34]=3)=[O:27])[C:19]=2[N:35]=1.CC(C1C=C(C(C)C)C(C2C=CC=CC=2P(C2CCCCC2)C2CCCCC2)=C(C(C)C)C=1)C. The catalyst is O1CCOCC1. The product is [CH3:7][C@@H:8]1[N:9]([C:15]2[CH:16]=[CH:17][C:18]3[N:24]4[CH2:25][C@H:21]([CH2:22][CH2:23]4)[N:20]([C:26]([NH:28][C:29]4[CH:30]=[N:31][CH:32]=[CH:33][CH:34]=4)=[O:27])[C:19]=3[N:35]=2)[CH2:10][CH2:11][O:12][CH2:13]1. The yield is 0.116. (7) The reactants are [ClH:1].[CH:2]1([C:5]([C:7]2[CH:12]=[CH:11][C:10]([CH2:13][CH:14]([C:19]([O:21][CH3:22])=[O:20])[C:15]([O:17][CH3:18])=[O:16])=[CH:9][CH:8]=2)=[O:6])[CH2:4][CH2:3]1. The catalyst is C(O)C.C1(C)C=CC=CC=1. The product is [Cl:1][CH2:4][CH2:3][CH2:2][C:5]([C:7]1[CH:12]=[CH:11][C:10]([CH2:13][CH:14]([C:19]([O:21][CH3:22])=[O:20])[C:15]([O:17][CH3:18])=[O:16])=[CH:9][CH:8]=1)=[O:6]. The yield is 0.910.